Dataset: Reaction yield outcomes from USPTO patents with 853,638 reactions. Task: Predict the reaction yield, written as a fraction of the theoretical maximum amount of product (1.0 means a 100% yield; for example, 0.34 means a 34% yield). (1) The reactants are [F:1][CH:2]([F:18])[C:3](=O)[CH2:4][C:5]([C:7]1[CH:12]=[CH:11][C:10]([C:13]([F:16])([F:15])[F:14])=[CH:9][CH:8]=1)=O.[CH2:19]([O:21][C:22]([C:24]1[N:25]=[CH:26][NH:27][C:28]=1[NH2:29])=[O:23])[CH3:20]. The catalyst is C(O)(=O)C. The product is [CH2:19]([O:21][C:22]([C:24]1[N:25]=[CH:26][N:27]2[C:3]([CH:2]([F:18])[F:1])=[CH:4][C:5]([C:7]3[CH:12]=[CH:11][C:10]([C:13]([F:16])([F:15])[F:14])=[CH:9][CH:8]=3)=[N:29][C:28]=12)=[O:23])[CH3:20]. The yield is 0.490. (2) The reactants are [Cl:1][C:2]1[CH:7]=[CH:6][C:5](/[CH:8]=[CH:9]/[CH2:10][CH2:11][CH2:12][C:13]#[C:14][S:15]([C:18]2[CH:23]=[CH:22][CH:21]=[CH:20][CH:19]=2)(=[O:17])=[O:16])=[CH:4][CH:3]=1. The catalyst is ClCCCl. The product is [Cl:1][C:2]1[CH:3]=[C:4]2[C:5](=[CH:6][CH:7]=1)[CH:8]=[C:9]1[CH2:10][CH2:11][CH2:12][C:13]1=[C:14]2[S:15]([C:18]1[CH:19]=[CH:20][CH:21]=[CH:22][CH:23]=1)(=[O:16])=[O:17]. The yield is 0.890. (3) The reactants are [N+:1]([C:4]1[N:5]=[C:6]2[N:31]([CH:32]=1)[CH2:30][C:8]1([CH2:13][CH2:12][N:11]([C:14](=[O:29])[CH2:15][N:16]3[CH2:21][CH2:20][N:19]([C:22](OC(C)(C)C)=O)[CH2:18][CH2:17]3)[CH2:10][CH2:9]1)[O:7]2)([O-:3])=[O:2].FC(F)(F)C(O)=O.BrC[C:42]([NH:44][C:45]1[CH:50]=[CH:49][C:48]([C:51]([F:54])([F:53])[F:52])=[CH:47][CH:46]=1)=[O:43].C(N(CC)CC)C. The catalyst is C(Cl)Cl.O. The product is [N+:1]([C:4]1[N:5]=[C:6]2[N:31]([CH:32]=1)[CH2:30][C:8]1([CH2:9][CH2:10][N:11]([C:14](=[O:29])[CH2:15][N:16]3[CH2:21][CH2:20][N:19]([CH2:22][C:42]([NH:44][C:45]4[CH:46]=[CH:47][C:48]([C:51]([F:52])([F:53])[F:54])=[CH:49][CH:50]=4)=[O:43])[CH2:18][CH2:17]3)[CH2:12][CH2:13]1)[O:7]2)([O-:3])=[O:2]. The yield is 0.750. (4) The reactants are C1(S([N:10]2[C:18]3[C:13](=[CH:14][C:15]([CH2:19][CH3:20])=[CH:16][CH:17]=3)[CH2:12][CH2:11]2)(=O)=O)C=CC=CC=1.[OH-].[Na+]. The catalyst is Br. The product is [CH2:19]([C:15]1[CH:14]=[C:13]2[C:18](=[CH:17][CH:16]=1)[NH:10][CH2:11][CH2:12]2)[CH3:20]. The yield is 0.320. (5) The reactants are C([O:3][C:4]([C@@H:6]1[CH2:15][C@@H:14]2[C@@H:9]([CH2:10][CH2:11][C@H:12]([O:16][C:17]3[CH:18]=[C:19]([C:28]4[CH:33]=[CH:32][CH:31]=[CH:30][CH:29]=4)[CH:20]=[CH:21][C:22]=3[C:23]([O:25]CC)=[O:24])[CH2:13]2)[CH2:8][N:7]1[C:34]([O:36][C:37]([CH3:40])([CH3:39])[CH3:38])=[O:35])=[O:5])C.[OH-].[Li+].C(OCC)(=O)C.CCCCCC. The catalyst is C(O)C. The product is [C:23]([C:22]1[CH:21]=[CH:20][C:19]([C:28]2[CH:29]=[CH:30][CH:31]=[CH:32][CH:33]=2)=[CH:18][C:17]=1[O:16][C@H:12]1[CH2:11][CH2:10][C@@H:9]2[C@@H:14]([CH2:15][C@@H:6]([C:4]([OH:5])=[O:3])[N:7]([C:34]([O:36][C:37]([CH3:38])([CH3:39])[CH3:40])=[O:35])[CH2:8]2)[CH2:13]1)([OH:25])=[O:24]. The yield is 0.950.